Task: Predict which catalyst facilitates the given reaction.. Dataset: Catalyst prediction with 721,799 reactions and 888 catalyst types from USPTO (1) Reactant: [NH2:1][C:2]1[CH:11]=[CH:10][C:5]2[C:6]([CH3:9])=[N:7][O:8][C:4]=2[CH:3]=1.C1COCC1.C([O-])(O)=O.[Na+].Cl[C:23]([O:25][CH2:26][C:27]1[CH:32]=[CH:31][CH:30]=[CH:29][CH:28]=1)=[O:24]. The catalyst class is: 69. Product: [CH2:26]([O:25][C:23](=[O:24])[NH:1][C:2]1[CH:11]=[CH:10][C:5]2[C:6]([CH3:9])=[N:7][O:8][C:4]=2[CH:3]=1)[C:27]1[CH:32]=[CH:31][CH:30]=[CH:29][CH:28]=1. (2) Reactant: [Cl:1][C:2]1[CH:7]=[CH:6][C:5]([C:8]2[N:12]([C:13]3[CH:18]=[CH:17][CH:16]=[CH:15][C:14]=3[O:19][CH3:20])[NH:11][C:10](=[O:21])[CH:9]=2)=[CH:4][CH:3]=1.CC1C=CC(S(O[CH2:33][CH:34]2[C:37]([CH3:39])([CH3:38])[O:36][C:35]2([CH3:41])[CH3:40])(=O)=O)=CC=1.C([O-])([O-])=O.[Cs+].[Cs+].Cl. Product: [Cl:1][C:2]1[CH:3]=[CH:4][C:5]([C:8]2[N:12]([C:13]3[CH:18]=[CH:17][CH:16]=[CH:15][C:14]=3[O:19][CH3:20])[N:11]=[C:10]([O:21][CH2:33][CH:34]3[C:37]([CH3:39])([CH3:38])[O:36][C:35]3([CH3:41])[CH3:40])[CH:9]=2)=[CH:6][CH:7]=1. The catalyst class is: 93. (3) Reactant: Cl[C:2]1[N:7]=[C:6]([NH:8][C:9]([C:11]2([C:14]3[CH:24]=[CH:23][C:17]4[O:18][C:19]([F:22])([F:21])[O:20][C:16]=4[CH:15]=3)[CH2:13][CH2:12]2)=[O:10])[CH:5]=[CH:4][C:3]=1[CH3:25].[O:26]=[C:27]1[CH:32]=[CH:31][C:30](B2OC(C)(C)C(C)(C)O2)=[CH:29][N:28]1[CH2:42][C:43]#[N:44].C(=O)([O-])[O-].[K+].[K+]. Product: [C:43]([CH2:42][N:28]1[C:27](=[O:26])[CH:32]=[CH:31][C:30]([C:2]2[N:7]=[C:6]([NH:8][C:9]([C:11]3([C:14]4[CH:24]=[CH:23][C:17]5[O:18][C:19]([F:21])([F:22])[O:20][C:16]=5[CH:15]=4)[CH2:13][CH2:12]3)=[O:10])[CH:5]=[CH:4][C:3]=2[CH3:25])=[CH:29]1)#[N:44]. The catalyst class is: 276. (4) Reactant: [N+:1]([C:4]1[CH:13]=[C:12]2[C:7]([CH:8]=[CH:9][CH:10]=[N:11]2)=[CH:6][C:5]=1[CH:14]=O)([O-:3])=[O:2].[CH3:16][O:17][C:18]([CH:20]=P(C1C=CC=CC=1)(C1C=CC=CC=1)C1C=CC=CC=1)=[O:19]. Product: [CH3:16][O:17][C:18](=[O:19])/[CH:20]=[CH:14]/[C:5]1[CH:6]=[C:7]2[C:12](=[CH:13][C:4]=1[N+:1]([O-:3])=[O:2])[N:11]=[CH:10][CH:9]=[CH:8]2. The catalyst class is: 11. (5) Reactant: Br[C:2]1[C:6]2=[N:7][CH:8]=[CH:9][CH:10]=[C:5]2[N:4]([C:11]2[C:16]([Cl:17])=[CH:15][C:14]([C:18]([F:21])([F:20])[F:19])=[CH:13][C:12]=2[Cl:22])[CH:3]=1.C([Li])CCC.[F:28][C:29]([F:34])([F:33])[C:30](=[O:32])[CH3:31].C([O-])(O)=O.[Na+]. Product: [Cl:22][C:12]1[CH:13]=[C:14]([C:18]([F:21])([F:20])[F:19])[CH:15]=[C:16]([Cl:17])[C:11]=1[N:4]1[C:5]2[C:6](=[N:7][CH:8]=[CH:9][CH:10]=2)[C:2]([C:30]([OH:32])([CH3:31])[C:29]([F:34])([F:33])[F:28])=[CH:3]1. The catalyst class is: 1. (6) Reactant: [CH:1]1[CH:6]=[CH:5][C:4]([CH2:7][C@H:8]([NH:13][C:14]([O:16][CH2:17][C:18]2[CH:23]=[CH:22][CH:21]=[CH:20][CH:19]=2)=[O:15])[C:9]([CH2:11]Cl)=[O:10])=[CH:3][CH:2]=1.[Na+].[I-].C([O-])(O)=O.[Na+].[CH3:31][O:32][C:33](=[O:57])[NH:34][CH:35]([C:40]([NH:42][NH:43][CH2:44][C:45]1[CH:50]=[CH:49][C:48]([C:51]2[CH:56]=[CH:55][CH:54]=[CH:53][N:52]=2)=[CH:47][CH:46]=1)=[O:41])[C:36]([CH3:39])([CH3:38])[CH3:37]. Product: [CH2:17]([O:16][C:14](=[O:15])[NH:13][CH:8]([CH2:7][C:4]1[CH:5]=[CH:6][CH:1]=[CH:2][CH:3]=1)[C:9](=[O:10])[CH2:11][N:43]([CH2:44][C:45]1[CH:50]=[CH:49][C:48]([C:51]2[CH:56]=[CH:55][CH:54]=[CH:53][N:52]=2)=[CH:47][CH:46]=1)[NH:42][C:40](=[O:41])[CH:35]([NH:34][C:33]([O:32][CH3:31])=[O:57])[C:36]([CH3:39])([CH3:38])[CH3:37])[C:18]1[CH:23]=[CH:22][CH:21]=[CH:20][CH:19]=1. The catalyst class is: 10. (7) Reactant: C([O:3][C:4]([CH:6]1[CH2:11][N:10]([CH:12]([C:19]2[CH:24]=[CH:23][CH:22]=[CH:21][CH:20]=2)[C:13]2[CH:18]=[CH:17][CH:16]=[CH:15][CH:14]=2)[CH2:9][CH2:8][N:7]1[C:25](=[O:40])[CH2:26][CH:27]([C:34]1[CH:39]=[CH:38][CH:37]=[CH:36][CH:35]=1)[C:28]1[CH:33]=[CH:32][CH:31]=[CH:30][CH:29]=1)=[O:5])C.O[Li].O. Product: [CH:12]([N:10]1[CH2:9][CH2:8][N:7]([C:25](=[O:40])[CH2:26][CH:27]([C:28]2[CH:33]=[CH:32][CH:31]=[CH:30][CH:29]=2)[C:34]2[CH:39]=[CH:38][CH:37]=[CH:36][CH:35]=2)[CH:6]([C:4]([OH:5])=[O:3])[CH2:11]1)([C:13]1[CH:14]=[CH:15][CH:16]=[CH:17][CH:18]=1)[C:19]1[CH:24]=[CH:23][CH:22]=[CH:21][CH:20]=1. The catalyst class is: 87. (8) Reactant: Br[CH2:2][C:3](=O)[CH2:4][CH2:5][C:6]([O:8][CH3:9])=[O:7].[Br:11][C:12]1[CH:13]=[C:14]([O:22][C:23]2[CH:28]=[CH:27][CH:26]=[CH:25][CH:24]=2)[C:15]([NH:18][C:19]([NH2:21])=[S:20])=[N:16][CH:17]=1.C(N(CC)CC)C. Product: [Br:11][C:12]1[CH:13]=[C:14]([O:22][C:23]2[CH:24]=[CH:25][CH:26]=[CH:27][CH:28]=2)[C:15]([NH:18][C:19]2[S:20][CH:2]=[C:3]([CH2:4][CH2:5][C:6]([O:8][CH3:9])=[O:7])[N:21]=2)=[N:16][CH:17]=1. The catalyst class is: 8.